Dataset: Full USPTO retrosynthesis dataset with 1.9M reactions from patents (1976-2016). Task: Predict the reactants needed to synthesize the given product. (1) The reactants are: [Br:1][C:2]1[CH:10]=[CH:9][C:5]([C:6]([OH:8])=[O:7])=[CH:4][C:3]=1[F:11].[N+:12]([O-])([O-:14])=[O:13].[K+]. Given the product [Br:1][C:2]1[C:3]([F:11])=[CH:4][C:5]([C:6]([OH:8])=[O:7])=[C:9]([N+:12]([O-:14])=[O:13])[CH:10]=1, predict the reactants needed to synthesize it. (2) Given the product [CH2:1]([O:5][CH2:6][CH:7]1[O:9][CH2:8]1)[CH:2]1[O:4][CH2:3]1.[OH:16][C:10]1[CH:15]=[CH:14][C:13]([C:27]([C:22]2[CH:6]=[CH:7][C:8]([OH:9])=[CH:24][CH:23]=2)([CH3:28])[CH3:26])=[CH:12][CH:11]=1.[CH2:1]([CH:2]1[O:4][CH2:3]1)[Cl:76], predict the reactants needed to synthesize it. The reactants are: [CH2:1]([O:5][CH2:6][CH:7]1[O:9][CH2:8]1)[CH:2]1[O:4][CH2:3]1.[C:10]1([OH:16])[CH:15]=[CH:14][CH:13]=[CH:12][CH:11]=1.C1OC1CO[C:22]1[C:27]([CH2:28]C2C(OCC3OC3)=CC=CC=2)=[CH:26]C=[CH:24][CH:23]=1.C(OC1C=CC(C(C2C=CC(OCC3OC3)=CC=2)(C)C)=CC=1)C1OC1.C(OC1C([Cl:76])=C(Cl)C(C(C2C=CC(OCC3OC3)=CC=2)(C)C)=C(Cl)C=1Cl)C1OC1.C1(C2C3OC3COCC3OC3C(=CC=1)C=2O)O.C1(C2C3OC3COCC3OC3C=2C(=CC=1)O)O.OC12C3OC3COCC3OC3C1C=CC1C2=CC=CC=1O.OC1C(O)=C2C3OC3COCC3OC3C2=C(C2C=CC=CC=2)C=1.ClC1(Cl)OCC2OC2C2C(=C(C3C(Cl)=C(Cl)C(O)=C(Cl)C=3Cl)C(Cl)=C(Cl)C=2O)C2OC12.CC1C=CC=CC=1C1C(C)=C(C)C(C)=C2C3OC3COCC3OC3C=12.C(OC1C(C2C=CC=CC=2)=C(C)C(C(C2C=CC(O)=CC=2)(C)C)=C(C)C=1C1C=C(CC2OC2)C=CC=1C)C1OC1.C1(C)C(O)=CC=CC=1.CC1CC[C@@H](C(C)=C)CC=1.C1(O)C=CC=CC=1. (3) The reactants are: [N:1]([Sn](CCCC)(CCCC)CCCC)=[N+:2]=[N-:3].[CH2:17]([O:19][C:20](=[O:50])[C@@H:21]([O:48][CH3:49])[CH2:22][C:23]1[CH:28]=[CH:27][C:26]([O:29][CH2:30][CH2:31][CH2:32][O:33][C:34]2[CH:39]=[CH:38][C:37]([C:40]3[CH:45]=[CH:44][C:43]([C:46]#[N:47])=[CH:42][CH:41]=3)=[CH:36][CH:35]=2)=[CH:25][CH:24]=1)[CH3:18].Cl.O. Given the product [CH2:17]([O:19][C:20](=[O:50])[C@@H:21]([O:48][CH3:49])[CH2:22][C:23]1[CH:24]=[CH:25][C:26]([O:29][CH2:30][CH2:31][CH2:32][O:33][C:34]2[CH:39]=[CH:38][C:37]([C:40]3[CH:45]=[CH:44][C:43]([C:46]4[NH:3][N:2]=[N:1][N:47]=4)=[CH:42][CH:41]=3)=[CH:36][CH:35]=2)=[CH:27][CH:28]=1)[CH3:18], predict the reactants needed to synthesize it. (4) Given the product [S:1]1[CH:5]=[CH:4][C:3]([S:6]([C:9]2[CH:10]=[C:11]3[C:15](=[CH:16][CH:17]=2)[N:14]([CH3:18])[C:13]2[CH2:19][CH:20]4[NH:24][CH:23]([C:12]3=2)[CH2:22][CH2:21]4)(=[O:8])=[O:7])=[CH:2]1, predict the reactants needed to synthesize it. The reactants are: [S:1]1[CH:5]=[CH:4][C:3]([S:6]([C:9]2[CH:17]=[CH:16][C:15]3[N:14]([CH3:18])[C:13]4[CH2:19][CH:20]5[NH:24][CH:23]([C:12]=4[C:11]=3[C:10]=2C(OC(C)(C)C)=O)[CH2:22][CH2:21]5)(=[O:8])=[O:7])=[CH:2]1.Cl. (5) Given the product [Br:1][C:2]1[S:6]/[C:5](=[N:7]\[C:8]([C:10]23[CH2:11][CH:12]4[CH2:18][CH:16]([CH2:15][CH:14]([CH2:13]4)[CH2:19]2)[CH2:17]3)=[O:9])/[N:4]([CH2:21][CH2:22][O:23][CH3:24])[CH:3]=1, predict the reactants needed to synthesize it. The reactants are: [Br:1][C:2]1[S:6][C:5]([NH:7][C:8]([C:10]23[CH2:19][CH:14]4[CH2:15][CH:16]([CH2:18][CH:12]([CH2:13]4)[CH2:11]2)[CH2:17]3)=[O:9])=[N:4][CH:3]=1.Br[CH2:21][CH2:22][O:23][CH3:24].[H-].[Na+]. (6) Given the product [C:1]([O:5][C:6]([N:8]1[C:16]2[C:11](=[CH:12][CH:13]=[C:14]([O:17][CH2:44][CH2:43][CH2:42][Br:41])[CH:15]=2)[CH:10]=[C:9]1[C:18]1[C:19]2[S:32][C:31]([CH2:33][OH:34])=[CH:30][C:20]=2[N:21]([C:23]([O:25][C:26]([CH3:27])([CH3:28])[CH3:29])=[O:24])[N:22]=1)=[O:7])([CH3:2])([CH3:3])[CH3:4], predict the reactants needed to synthesize it. The reactants are: [C:1]([O:5][C:6]([N:8]1[C:16]2[C:11](=[CH:12][CH:13]=[C:14]([OH:17])[CH:15]=2)[CH:10]=[C:9]1[C:18]1[C:19]2[S:32][C:31]([CH2:33][OH:34])=[CH:30][C:20]=2[N:21]([C:23]([O:25][C:26]([CH3:29])([CH3:28])[CH3:27])=[O:24])[N:22]=1)=[O:7])([CH3:4])([CH3:3])[CH3:2].C(=O)([O-])[O-].[Cs+].[Cs+].[Br:41][CH2:42][CH2:43][CH2:44]Br. (7) Given the product [CH3:1][O:2][C:3]([C:5]1[N:6]([CH2:20][C:21]2[C:30]3[C:25](=[CH:26][CH:27]=[C:28]([F:31])[CH:29]=3)[CH:24]=[CH:23][CH:22]=2)[C:7]2[C:12]([C:13]=1[CH2:14][C:15]([O:17][CH3:18])=[O:16])=[CH:11][CH:10]=[CH:9][CH:8]=2)=[O:4], predict the reactants needed to synthesize it. The reactants are: [CH3:1][O:2][C:3]([C:5]1[NH:6][C:7]2[C:12]([C:13]=1[CH2:14][C:15]([O:17][CH3:18])=[O:16])=[CH:11][CH:10]=[CH:9][CH:8]=2)=[O:4].Br[CH2:20][C:21]1[C:30]2[C:25](=[CH:26][CH:27]=[C:28]([F:31])[CH:29]=2)[CH:24]=[CH:23][CH:22]=1. (8) The reactants are: [F:1][C:2]([F:18])([F:17])[C:3]1[CH:8]=[CH:7][N:6]=[C:5]([N:9]2[C@@H:16]3[C@@H:11]([CH2:12][CH2:13][NH:14][CH2:15]3)[CH2:10]2)[N:4]=1.CC1C=C(C)N=C(N2[C@@H]3[C@@H](CCNC3)C2)N=1.[F:35][C:36]1[CH:37]=[CH:38][C:39]([N:45]2[N:49]=[CH:48][CH:47]=[N:46]2)=[C:40]([CH:44]=1)[C:41](O)=[O:42].S1C=CC=C1C1C=CC=CC=1C(O)=O. Given the product [F:35][C:36]1[CH:37]=[CH:38][C:39]([N:45]2[N:49]=[CH:48][CH:47]=[N:46]2)=[C:40]([C:41]([N:14]2[CH2:13][CH2:12][C@@H:11]3[C@@H:16]([N:9]([C:5]4[N:4]=[C:3]([C:2]([F:1])([F:17])[F:18])[CH:8]=[CH:7][N:6]=4)[CH2:10]3)[CH2:15]2)=[O:42])[CH:44]=1, predict the reactants needed to synthesize it. (9) Given the product [CH3:8][CH:9]1[CH2:10][CH2:11][N:12]([C:15]([C:17]2[CH:25]=[CH:24][C:23]3[N:22]([S:26]([CH3:29])(=[O:27])=[O:28])[C:21]4[CH2:30][CH2:31][N:32]([CH:37]5[CH2:38][CH2:39][O:34][CH2:35][CH2:36]5)[CH2:33][C:20]=4[C:19]=3[CH:18]=2)=[O:16])[CH2:13][CH2:14]1, predict the reactants needed to synthesize it. The reactants are: C(O)(C(F)(F)F)=O.[CH3:8][CH:9]1[CH2:14][CH2:13][N:12]([C:15]([C:17]2[CH:25]=[CH:24][C:23]3[N:22]([S:26]([CH3:29])(=[O:28])=[O:27])[C:21]4[CH2:30][CH2:31][NH:32][CH2:33][C:20]=4[C:19]=3[CH:18]=2)=[O:16])[CH2:11][CH2:10]1.[O:34]1[CH2:39][CH2:38][C:37](=O)[CH2:36][CH2:35]1. (10) The reactants are: [OH:1][C:2]1[CH:3]=[C:4]([CH2:8][C:9]([O-:11])=[O:10])[CH:5]=[CH:6][CH:7]=1.[CH3:12]OC(OC)OC. Given the product [CH3:12][O:10][C:9](=[O:11])[CH2:8][C:4]1[CH:5]=[CH:6][CH:7]=[C:2]([OH:1])[CH:3]=1, predict the reactants needed to synthesize it.